Dataset: Forward reaction prediction with 1.9M reactions from USPTO patents (1976-2016). Task: Predict the product of the given reaction. (1) Given the reactants [F:1][C:2]1[CH:7]=[C:6]([F:8])[CH:5]=[CH:4][C:3]=1[CH:9]1[CH2:14][CH:13]([C:15]([O:17]C)=[O:16])[CH2:12][CH2:11][N:10]1[C:19]([O:21][CH3:22])=[O:20].C(#N)C.[Br-].[Li+].CCN(CC)CC, predict the reaction product. The product is: [F:1][C:2]1[CH:7]=[C:6]([F:8])[CH:5]=[CH:4][C:3]=1[CH:9]1[CH2:14][CH:13]([C:15]([OH:17])=[O:16])[CH2:12][CH2:11][N:10]1[C:19]([O:21][CH3:22])=[O:20]. (2) Given the reactants [N:1]1([CH2:7][CH2:8][OH:9])[CH2:6][CH2:5][CH2:4][CH2:3][CH2:2]1.[C:10]1([CH3:20])[CH:15]=[CH:14][C:13]([S:16](Cl)(=[O:18])=[O:17])=[CH:12][CH:11]=1, predict the reaction product. The product is: [N:1]1([CH2:7][CH2:8][O:9][S:16]([C:13]2[CH:14]=[CH:15][C:10]([CH3:20])=[CH:11][CH:12]=2)(=[O:18])=[O:17])[CH2:6][CH2:5][CH2:4][CH2:3][CH2:2]1. (3) Given the reactants C(=O)([O-])[O-].[Na+].[Na+].[Cl:7][C:8]1[CH:13]=[CH:12][C:11]([CH:14]([C:22]#[N:23])[C:15](=[O:21])C(OCC)=O)=[CH:10][CH:9]=1.C=O, predict the reaction product. The product is: [OH:21][CH2:15][CH:14]([C:11]1[CH:10]=[CH:9][C:8]([Cl:7])=[CH:13][CH:12]=1)[C:22]#[N:23].